Task: Binary Classification. Given a drug SMILES string, predict its activity (active/inactive) in a high-throughput screening assay against a specified biological target.. Dataset: Cav3 T-type calcium channel HTS with 100,875 compounds (1) The molecule is O(CC(O)CN1CCN(CC1)c1ncccc1)CC1Oc2c(OC1)cccc2. The result is 0 (inactive). (2) The compound is O(C(=O)c1c2c(n(c1)CC(OC)=O)cccc2)C. The result is 0 (inactive). (3) The compound is O(C(=O)CC\C(=N/Nc1c([N+]([O-])=O)cc([N+]([O-])=O)cc1)C)C. The result is 0 (inactive). (4) The result is 0 (inactive). The molecule is O(c1ccc(C2N(N=C(C2)c2ccccc2)c2ccc(cc2)/C=N\NC(=O)c2ccncc2)cc1)C. (5) The compound is Clc1ccc(C(N2CCN(CC2)CCO)c2sc3n(nc(n3)C)c2O)cc1. The result is 0 (inactive). (6) The drug is O=[n+]1c(c(n([O-])c(c1C)C)C)c1ccc(OC)cc1. The result is 0 (inactive). (7) The drug is Clc1sc(C(=O)NCCN(C)C)cc1. The result is 0 (inactive). (8) The drug is S(c1[nH]c(N)c(c2ccccc2)c(=O)n1)CC(=O)Nc1ccc(OC)cc1. The result is 0 (inactive). (9) The molecule is S(Cc1cc(ccc1)C)c1n(nnn1)c1ccccc1. The result is 0 (inactive). (10) The compound is Clc1ccc(OCCn2c3c(nc2)cccc3)cc1. The result is 0 (inactive).